Dataset: Catalyst prediction with 721,799 reactions and 888 catalyst types from USPTO. Task: Predict which catalyst facilitates the given reaction. (1) Reactant: C[O:2][C:3](=[O:16])[C:4]([CH3:15])([CH3:14])[CH2:5][NH:6]C(OC(C)(C)C)=O.[OH-].[Na+].Cl.[C:20]([OH:26])([C:22]([F:25])([F:24])[F:23])=[O:21]. Product: [OH:26][C:20]([C:22]([F:25])([F:24])[F:23])=[O:21].[NH2:6][CH2:5][C:4]([CH3:15])([CH3:14])[C:3]([OH:16])=[O:2]. The catalyst class is: 100. (2) The catalyst class is: 3. Reactant: [Cl:1][C:2]1[CH:3]=[C:4]2[C:8](=[CH:9][CH:10]=1)[NH:7][C:6]([C:11]([OH:13])=O)=[CH:5]2.[NH2:14][CH2:15][CH:16]([C:18]1[CH:19]=[N:20][CH:21]=[CH:22][CH:23]=1)[OH:17].C1C=CC2N(O)N=NC=2C=1.CCN(C(C)C)C(C)C.CCN=C=NCCCN(C)C. Product: [OH:17][CH:16]([C:18]1[CH:19]=[N:20][CH:21]=[CH:22][CH:23]=1)[CH2:15][NH:14][C:11]([C:6]1[NH:7][C:8]2[C:4]([CH:5]=1)=[CH:3][C:2]([Cl:1])=[CH:10][CH:9]=2)=[O:13]. (3) Reactant: [F:1][C:2]([F:20])([F:19])[C:3]1[N:7]2[N:8]=[C:9]([N:12]3[CH2:17][CH2:16][C:15](=[O:18])[CH2:14][CH2:13]3)[CH:10]=[CH:11][C:6]2=[N:5][N:4]=1.C[Si]([N-][Si](C)(C)C)(C)C.[Li+].[F:31][C:32]([F:51])([F:50])[S:33](N(C1C=CC=CC=1)[S:33]([C:32]([F:51])([F:50])[F:31])(=[O:35])=[O:34])(=[O:35])=[O:34].C(Cl)Cl. Product: [F:31][C:32]([F:51])([F:50])[S:33]([O:18][C:15]1[CH2:14][CH2:13][N:12]([C:9]2[CH:10]=[CH:11][C:6]3[N:7]([C:3]([C:2]([F:1])([F:19])[F:20])=[N:4][N:5]=3)[N:8]=2)[CH2:17][CH:16]=1)(=[O:35])=[O:34]. The catalyst class is: 1.